From a dataset of HIV replication inhibition screening data with 41,000+ compounds from the AIDS Antiviral Screen. Binary Classification. Given a drug SMILES string, predict its activity (active/inactive) in a high-throughput screening assay against a specified biological target. (1) The compound is COC1C=COC2(C)Oc3c(C)c(O)c4c(O)c(c(C5SCCS5)c(O)c4c3C2=O)NC(=O)C(C)=CC=CC(C)C(O)C(C)C(O)C(C)C(OC(C)=O)C1C. The result is 0 (inactive). (2) The drug is COCCOCC(=O)N(CCn1ccc(NC(c2ccccc2)(c2ccccc2)c2ccccc2)nc1=O)CCn1cnc2nc(N)nc(O)c21. The result is 0 (inactive). (3) The drug is CCCc1nc2c(nc1C)C(=O)C=CC2=O. The result is 0 (inactive). (4) The compound is C=C(C)C1CCC2(CO)CCC3(C)C(CCC4C5(C)CCC(O)C(C)(C)C5CCC43C)C12. The result is 0 (inactive). (5) The compound is CCOC(=O)c1c2c(n3ccccc13)C(=O)C(C)(C(=O)OCC)S2. The result is 1 (active).